Dataset: Forward reaction prediction with 1.9M reactions from USPTO patents (1976-2016). Task: Predict the product of the given reaction. (1) Given the reactants [CH2:1]([NH:8][C@@H:9]([CH2:12][C:13]1[CH:18]=[CH:17][C:16]([N+:19]([O-:21])=[O:20])=[CH:15][CH:14]=1)[CH2:10][OH:11])[C:2]1[CH:7]=[CH:6][CH:5]=[CH:4][CH:3]=1.[O:22]([CH2:29][C@@H:30]1[CH2:32][O:31]1)[C:23]1[CH:28]=[CH:27][CH:26]=[CH:25][CH:24]=1, predict the reaction product. The product is: [CH2:1]([N:8]([C@@H:9]([CH2:12][C:13]1[CH:14]=[CH:15][C:16]([N+:19]([O-:21])=[O:20])=[CH:17][CH:18]=1)[CH2:10][OH:11])[CH2:32][C@H:30]([OH:31])[CH2:29][O:22][C:23]1[CH:28]=[CH:27][CH:26]=[CH:25][CH:24]=1)[C:2]1[CH:3]=[CH:4][CH:5]=[CH:6][CH:7]=1. (2) Given the reactants F[C:2]1[CH:9]=[CH:8][C:7]([CH:10]=[O:11])=[CH:6][C:3]=1[C:4]#[N:5].[NH:12]1[CH:16]=[N:15][CH:14]=[N:13]1.C(=O)([O-])[O-].[K+].[K+].O, predict the reaction product. The product is: [CH:10]([C:7]1[CH:8]=[CH:9][C:2]([N:12]2[CH:16]=[N:15][CH:14]=[N:13]2)=[C:3]([CH:6]=1)[C:4]#[N:5])=[O:11].